Predict the reactants needed to synthesize the given product. From a dataset of Full USPTO retrosynthesis dataset with 1.9M reactions from patents (1976-2016). (1) Given the product [C:16]([O:20][C:21](=[O:27])[NH:22][CH2:23][C@H:24]([OH:25])[CH2:26][NH:1][C:2]1[CH:3]=[C:4]2[C:8](=[CH:9][CH:10]=1)[N:7]([CH:11]([CH2:13][CH3:14])[CH3:12])[C:6](=[O:15])[CH2:5]2)([CH3:18])([CH3:17])[CH3:19], predict the reactants needed to synthesize it. The reactants are: [NH2:1][C:2]1[CH:3]=[C:4]2[C:8](=[CH:9][CH:10]=1)[N:7]([CH:11]([CH2:13][CH3:14])[CH3:12])[C:6](=[O:15])[CH2:5]2.[C:16]([O:20][C:21](=[O:27])[NH:22][CH2:23][C@H:24]1[CH2:26][O:25]1)([CH3:19])([CH3:18])[CH3:17].FC(F)(F)S([O-])(=O)=O.[Li+]. (2) Given the product [F:15][C:16]1[CH:17]=[C:18]([N:19]2[C:13](=[O:14])[C:6]3[CH:5]=[C:4]4[CH2:3][CH2:2][CH2:1][C:9]4=[CH:8][C:7]=3[C:10]2=[O:12])[CH:20]=[CH:21][CH:22]=1, predict the reactants needed to synthesize it. The reactants are: [CH2:1]1[C:9]2[C:4](=[CH:5][C:6]3[C:13](=[O:14])[O:12][C:10](=O)[C:7]=3[CH:8]=2)[CH2:3][CH2:2]1.[F:15][C:16]1[CH:17]=[C:18]([CH:20]=[CH:21][CH:22]=1)[NH2:19]. (3) Given the product [OH:1][CH2:2][CH:3]1[CH:5]2[O:6][C:13]([CH3:15])([CH3:14])[O:8][CH:7]2[CH:9]([OH:10])[O:4]1, predict the reactants needed to synthesize it. The reactants are: [O:1]=[CH:2][C@@H:3]([C@@H:5]([C@@H:7]([CH2:9][OH:10])[OH:8])[OH:6])[OH:4].CO[C:13](OC)([CH3:15])[CH3:14]. (4) Given the product [CH3:27][N:2]([CH3:1])[C:3](=[O:4])[O:5][C:6]1[CH:7]=[C:8]2[C:13](=[CH:14][CH:15]=1)[C@@H:12]([CH2:16][CH2:17][O:18][C:19]1[CH:24]=[CH:23][C:22]([Cl:25])=[C:21]([CH3:26])[CH:20]=1)[NH:11][CH2:10][CH2:9]2, predict the reactants needed to synthesize it. The reactants are: [CH3:1][N:2]([CH3:27])[C:3]([O:5][C:6]1[CH:7]=[C:8]2[C:13](=[CH:14][CH:15]=1)[C@@H:12]([CH2:16][CH2:17][O:18][C:19]1[CH:24]=[CH:23][C:22]([Cl:25])=[C:21]([CH3:26])[CH:20]=1)[NH:11][CH2:10][CH2:9]2)=[O:4].FC(F)(F)C(N)=O.C(=O)([O-])[O-].[K+].[K+].C(=O)([O-])O.[Na+]. (5) The reactants are: [OH:1][C:2]1[CH:7]=[CH:6][C:5]([C@H:8]([C:13]#[C:14][CH3:15])[CH2:9][C:10]([OH:12])=[O:11])=[CH:4][CH:3]=1.S(=O)(=O)(O)O.[CH2:21](O)[CH3:22]. Given the product [OH:1][C:2]1[CH:3]=[CH:4][C:5]([C@H:8]([C:13]#[C:14][CH3:15])[CH2:9][C:10]([O:12][CH2:21][CH3:22])=[O:11])=[CH:6][CH:7]=1, predict the reactants needed to synthesize it. (6) The reactants are: O[C@@H:2]1[C@H:6]([CH2:7][CH:8]=[CH:9][CH2:10][CH2:11][CH2:12][C:13]([OH:15])=[O:14])[C@@H:5](/[CH:16]=[CH:17]/[C@@H:18]([O:27][CH:28]2[CH2:33][CH2:32][CH2:31][CH2:30][O:29]2)[CH2:19]CC2C=CC=CC=2)[C@H:4]([O:34][CH:35]2[CH2:40][CH2:39][CH2:38][CH2:37][O:36]2)[CH2:3]1.C(N(CC)C(C)C)(C)C.[C:50](Cl)(=O)[C:51]1[CH:56]=[CH:55][CH:54]=[CH:53][CH:52]=1. Given the product [C:51]1([CH2:50][CH2:19][C@H:18]([O:27][CH:28]2[CH2:33][CH2:32][CH2:31][CH2:30][O:29]2)/[CH:17]=[CH:16]/[C@@H:5]2[C@@H:6]3[C@@H:2]([O:14][C:13](=[O:15])[CH2:12][CH2:11][CH2:10][CH:9]=[CH:8][CH2:7]3)[CH2:3][C@H:4]2[O:34][CH:35]2[CH2:40][CH2:39][CH2:38][CH2:37][O:36]2)[CH:56]=[CH:55][CH:54]=[CH:53][CH:52]=1, predict the reactants needed to synthesize it. (7) Given the product [C:64]([NH:63][CH2:62][CH:61]([NH:60][C:48]([C:33]1([NH:32][C:30](=[O:31])[O:29][C:25]([CH3:27])([CH3:26])[CH3:28])[CH2:34][CH2:35][N:36]([C:39]2[C:40]3[CH:47]=[CH:46][NH:45][C:41]=3[N:42]=[CH:43][N:44]=2)[CH2:37][CH2:38]1)=[O:50])[C:67]1[CH:68]=[CH:69][C:70]([Cl:73])=[CH:71][CH:72]=1)(=[O:66])[CH3:65], predict the reactants needed to synthesize it. The reactants are: F[P-](F)(F)(F)(F)F.N1(OC(N(C)C)=[N+](C)C)C2N=CC=CC=2N=N1.[C:25]([O:29][C:30]([NH:32][C:33]1([C:48]([OH:50])=O)[CH2:38][CH2:37][N:36]([C:39]2[C:40]3[CH:47]=[CH:46][NH:45][C:41]=3[N:42]=[CH:43][N:44]=2)[CH2:35][CH2:34]1)=[O:31])([CH3:28])([CH3:27])[CH3:26].C(N(C(C)C)C(C)C)C.[NH2:60][CH:61]([C:67]1[CH:72]=[CH:71][C:70]([Cl:73])=[CH:69][CH:68]=1)[CH2:62][NH:63][C:64](=[O:66])[CH3:65].